This data is from Forward reaction prediction with 1.9M reactions from USPTO patents (1976-2016). The task is: Predict the product of the given reaction. Given the reactants COC(=O)COC1C(C)=CC(S)=C2C=1CCCO2.ClCC1C=CC(C2C=CC(C(F)(F)F)=CN=2)=CC=1.C[O:38][C:39](=[O:71])[CH2:40][O:41][C:42]1[C:51]([CH3:52])=[CH:50][C:49]([S:53][CH2:54][C:55]2[CH:60]=[CH:59][C:58]([C:61]3[CH:66]=[CH:65][C:64]([C:67]([F:70])([F:69])[F:68])=[CH:63][N:62]=3)=[CH:57][CH:56]=2)=[C:48]2[C:43]=1[CH2:44][CH2:45][CH2:46][O:47]2, predict the reaction product. The product is: [CH3:52][C:51]1[C:42]([O:41][CH2:40][C:39]([OH:71])=[O:38])=[C:43]2[C:48](=[C:49]([S:53][CH2:54][C:55]3[CH:56]=[CH:57][C:58]([C:61]4[CH:66]=[CH:65][C:64]([C:67]([F:70])([F:68])[F:69])=[CH:63][N:62]=4)=[CH:59][CH:60]=3)[CH:50]=1)[O:47][CH2:46][CH2:45][CH2:44]2.